From a dataset of Forward reaction prediction with 1.9M reactions from USPTO patents (1976-2016). Predict the product of the given reaction. (1) Given the reactants C([O:3][C:4](=[O:37])[C:5]([O:8][C:9]1[CH:14]=[CH:13][C:12]([O:15][CH2:16][CH2:17][C:18]2[N:19]=[C:20]([C:24]3[CH:29]=[CH:28][C:27]([O:30][CH:31]4[CH2:36][CH2:35][CH2:34][CH2:33][CH2:32]4)=[CH:26][CH:25]=3)[O:21][C:22]=2[CH3:23])=[CH:11][CH:10]=1)([CH3:7])[CH3:6])C.[OH-].[Na+], predict the reaction product. The product is: [CH:31]1([O:30][C:27]2[CH:26]=[CH:25][C:24]([C:20]3[O:21][C:22]([CH3:23])=[C:18]([CH2:17][CH2:16][O:15][C:12]4[CH:11]=[CH:10][C:9]([O:8][C:5]([CH3:7])([CH3:6])[C:4]([OH:37])=[O:3])=[CH:14][CH:13]=4)[N:19]=3)=[CH:29][CH:28]=2)[CH2:32][CH2:33][CH2:34][CH2:35][CH2:36]1. (2) Given the reactants [F:1][C:2]1[CH:10]=[C:9]([F:11])[C:8]([F:12])=[CH:7][C:3]=1[C:4]([OH:6])=O.[C:13]([NH2:17])([CH3:16])([CH3:15])[CH3:14], predict the reaction product. The product is: [C:13]([NH:17][C:4](=[O:6])[C:3]1[CH:7]=[C:8]([F:12])[C:9]([F:11])=[CH:10][C:2]=1[F:1])([CH3:16])([CH3:15])[CH3:14]. (3) Given the reactants [N:1]1[O:2][N:3]=[C:4]2[C:9]([CH:10]=O)=[CH:8][CH:7]=[CH:6][C:5]=12.[NH2:12][C:13]1[CH:17]=[CH:16][NH:15][N:14]=1.[C:18]([CH2:20][C:21]([CH:23]1[CH2:32][CH2:31][CH2:30][CH2:29][C:24]21[O:28][CH2:27][CH2:26][O:25]2)=O)#[N:19], predict the reaction product. The product is: [N:1]1[O:2][N:3]=[C:4]2[C:9]([CH:10]3[C:20]([C:18]#[N:19])=[C:21]([CH:23]4[CH2:32][CH2:31][CH2:30][CH2:29][C:24]54[O:28][CH2:27][CH2:26][O:25]5)[NH:12][C:13]4=[N:14][NH:15][CH:16]=[C:17]34)=[CH:8][CH:7]=[CH:6][C:5]=12. (4) Given the reactants [F:1][C:2]([F:15])([F:14])[C:3]1[C:8]([C:9]([F:12])([F:11])[F:10])=[CH:7][CH:6]=[CH:5][C:4]=1[NH2:13].[F:16][C:17]1[C:22]([CH2:23][NH2:24])=[CH:21][CH:20]=[CH:19][N:18]=1.ClC1C(Cl)=CC=CC1(N=[C:35]=[S:36])F, predict the reaction product. The product is: [F:1][C:2]([F:14])([F:15])[C:3]1[C:8]([C:9]([F:11])([F:12])[F:10])=[CH:7][CH:6]=[CH:5][C:4]=1[NH:13][C:35]([NH:24][CH2:23][C:22]1[C:17]([F:16])=[N:18][CH:19]=[CH:20][CH:21]=1)=[S:36]. (5) Given the reactants S(S([O-])=O)([O-])=O.[Na+].[Na+].[F:9][C:10]1[C:15]([O:16][C:17]2[CH:22]=[CH:21][CH:20]=[CH:19][CH:18]=2)=[C:14]([N+:23]([O-])=O)[CH:13]=[CH:12][C:11]=1[CH3:26], predict the reaction product. The product is: [F:9][C:10]1[C:15]([O:16][C:17]2[CH:18]=[CH:19][CH:20]=[CH:21][CH:22]=2)=[C:14]([NH2:23])[CH:13]=[CH:12][C:11]=1[CH3:26]. (6) Given the reactants Cl[C:2]([O:4][C:5]1[CH:10]=[CH:9][C:8]([N+:11]([O-:13])=[O:12])=[CH:7][CH:6]=1)=[O:3].[CH3:14][C:15]([CH3:20])([CH2:18][CH3:19])[CH2:16][OH:17].ClCCl.Cl, predict the reaction product. The product is: [N+:11]([C:8]1[CH:7]=[CH:6][C:5]([O:4][C:2](=[O:3])[O:17][CH2:16][C:15]([CH3:20])([CH3:14])[CH2:18][CH3:19])=[CH:10][CH:9]=1)([O-:13])=[O:12]. (7) Given the reactants Cl[C:2]1[N:7]=[C:6]([NH:8][C:9]2[CH:14]=[CH:13][C:12]([O:15][CH3:16])=[CH:11][C:10]=2[N:17]2[CH:21]=[CH:20][CH:19]=[N:18]2)[C:5]([Cl:22])=[CH:4][N:3]=1.[N:23]1([CH:29]2[CH2:35][CH2:34][C:33]3[CH:36]=[C:37]([NH2:40])[CH:38]=[CH:39][C:32]=3[CH2:31][CH2:30]2)[CH2:28][CH2:27][O:26][CH2:25][CH2:24]1, predict the reaction product. The product is: [Cl:22][C:5]1[C:6]([NH:8][C:9]2[CH:14]=[CH:13][C:12]([O:15][CH3:16])=[CH:11][C:10]=2[N:17]2[CH:21]=[CH:20][CH:19]=[N:18]2)=[N:7][C:2]([NH:40][C:37]2[CH:38]=[CH:39][C:32]3[CH2:31][CH2:30][CH:29]([N:23]4[CH2:28][CH2:27][O:26][CH2:25][CH2:24]4)[CH2:35][CH2:34][C:33]=3[CH:36]=2)=[N:3][CH:4]=1. (8) Given the reactants [Cl:1][C:2]1[C:3]([CH:7]2[CH2:12][CH2:11][O:10][CH2:9][CH2:8]2)=[N:4][NH:5][CH:6]=1.C1C(=O)N([I:20])C(=O)C1, predict the reaction product. The product is: [Cl:1][C:2]1[C:3]([CH:7]2[CH2:12][CH2:11][O:10][CH2:9][CH2:8]2)=[N:4][NH:5][C:6]=1[I:20]. (9) Given the reactants [CH2:1]([O:3][CH:4]1[CH2:9][CH2:8][CH:7]([C:10]2[CH:15]=[CH:14][C:13]([CH:16]3[CH2:21][CH2:20][CH:19]([CH:22]4[CH2:27][CH2:26][C:25](=[CH:28][O:29]C)[CH2:24][CH2:23]4)[CH2:18][CH2:17]3)=[C:12]([F:31])[CH:11]=2)[CH2:6][CH2:5]1)[CH3:2].CC(C)=O.Cl.O, predict the reaction product. The product is: [CH2:1]([O:3][CH:4]1[CH2:5][CH2:6][CH:7]([C:10]2[CH:15]=[CH:14][C:13]([CH:16]3[CH2:21][CH2:20][CH:19]([CH:22]4[CH2:27][CH2:26][CH:25]([CH:28]=[O:29])[CH2:24][CH2:23]4)[CH2:18][CH2:17]3)=[C:12]([F:31])[CH:11]=2)[CH2:8][CH2:9]1)[CH3:2]. (10) Given the reactants ClC1C=C(CCCC2C=CC=CC=2C(N)=O)C=CC=1Cl.[N:21]1[S:25][N:24]=[C:23]2[C:26]([S:30]([NH:33][C:34]3[CH:42]=[CH:41][C:40]([Cl:43])=[CH:39][C:35]=3[C:36]([OH:38])=O)(=[O:32])=[O:31])=[CH:27][CH:28]=[CH:29][C:22]=12.Cl.[Cl:45][C:46]1[CH:47]=[C:48]([CH:53]([CH3:56])[CH2:54][NH2:55])[CH:49]=[CH:50][C:51]=1[Cl:52], predict the reaction product. The product is: [N:21]1[S:25][N:24]=[C:23]2[C:26]([S:30]([NH:33][C:34]3[CH:42]=[CH:41][C:40]([Cl:43])=[CH:39][C:35]=3[C:36]([NH:55][CH2:54][CH:53]([C:48]3[CH:49]=[CH:50][C:51]([Cl:52])=[C:46]([Cl:45])[CH:47]=3)[CH3:56])=[O:38])(=[O:32])=[O:31])=[CH:27][CH:28]=[CH:29][C:22]=12.